This data is from Blood-brain barrier permeability classification from the B3DB database. The task is: Regression/Classification. Given a drug SMILES string, predict its absorption, distribution, metabolism, or excretion properties. Task type varies by dataset: regression for continuous measurements (e.g., permeability, clearance, half-life) or binary classification for categorical outcomes (e.g., BBB penetration, CYP inhibition). Dataset: b3db_classification. (1) The drug is COc1ccccc1OCC1CNC(=O)O1. The result is 1 (penetrates BBB). (2) The drug is CC/C=C(\C)C1(CC)C(=O)NC(=O)NC1=O. The result is 1 (penetrates BBB). (3) The molecule is FC(F)(F)[C@H](Cl)Br. The result is 1 (penetrates BBB). (4) The molecule is C[C@H]1C[C@H]2[C@@H]3CCC4=CC(=O)C=C[C@]4(C)[C@@]3(F)[C@@H](O)C[C@]2(C)[C@@]1(OC(=O)c1ccccc1)C(=O)CO. The result is 1 (penetrates BBB). (5) The compound is O=C1NC(c2ccccc2)(c2ccccc2)C(=O)N1CP(=O)(O)O. The result is 1 (penetrates BBB). (6) The molecule is CCN(CC)C(=O)N[C@@H]1C[C@H]2c3cccc4[nH]cc(c34)C[C@H]2N(C)C1. The result is 1 (penetrates BBB). (7) The result is 1 (penetrates BBB). The molecule is CN(C)CCCC1c2ccccc2Nc2ccc(Cl)cc21.